From a dataset of Drug-target binding data from BindingDB using Kd measurements. Regression. Given a target protein amino acid sequence and a drug SMILES string, predict the binding affinity score between them. We predict pKd (pKd = -log10(Kd in M); higher means stronger binding). Dataset: bindingdb_kd. (1) The small molecule is C=CC1=C(C)c2cc3[n-]c(cc4nc(cc5[n-]c(cc1n2)c(C)c5CCC(=O)O)C(CCC(=O)O)=C4C)c(C)c3C=C. The target protein sequence is MDQQVKQERLQGRLEPEIKEFRQERKTLQLATVDAQGRPNVSYAPFVQNQEGYFVLISHIARHARNLEVNPQVSIMMIEDETEAKQLFARKRLTFDAVASMVERDSELWCQVIAQMGERFGEIIDGLSQLQEFMLFRLQPEHGLFVKGFGQAYQVSGDDLVDFVHLEEGHRKISNG. The pKd is 5.4. (2) The small molecule is COC1OC(C)C(OCc2ccccc2)C(OS(=O)(=O)[O-])C1OS(=O)(=O)[O-]. The target protein (P05230) has sequence MAEGEITTFTALTEKFNLPPGNYKKPKLLYCSNGGHFLRILPDGTVDGTRDRSDQHIQLQLSAESVGEVYIKSTETGQYLAMDTDGLLYGSQTPNEECLFLERLEENHYNTYISKKHAEKNWFVGLKKNGSCKRGPRTHYGQKAILFLPLPVSSD. The pKd is 3.5. (3) The drug is CC(=O)N(C)c1cccc(-c2nnc3ccc(-c4ccccc4)nn23)c1. The target protein (P77173) has sequence MMQDLRLILIIVGAIAIIALLVHGFWTSRKERSSMFRDRPLKRMKSKRDDDSYDEDVEDDEGVGEVRVHRVNHAPANAQEHEAARPSPQHQYQPPYASAQPRQPVQQPPEAQVPPQHAPHPAQPVQQPAYQPQPEQPLQQPVSPQVAPAPQPVHSAPQPAQQAFQPAEPVAAPQPEPVAEPAPVMDKPKRKEAVIIMNVAAHHGSELNGELLLNSIQQAGFIFGDMNIYHRHLSPDGSGPALFSLANMVKPGTFDPEMKDFTTPGVTIFMQVPSYGDELQNFKLMLQSAQHIADEVGGVVLDDQRRMMTPQKLREYQDIIREVKDANA. The pKd is 4.1. (4) The compound is CS(=O)(=O)CCCOc1cccc2c1ccn2-c1ccnc(N[C@H]2CC[C@H](C(=O)N3CCC(O)CC3)CC2)n1. The target protein (P45985) has sequence MAAPSPSGGGGSGGGSGSGTPGPVGSPAPGHPAVSSMQGKRKALKLNFANPPFKSTARFTLNPNPTGVQNPHIERLRTHSIESSGKLKISPEQHWDFTAEDLKDLGEIGRGAYGSVNKMVHKPSGQIMAVKRIRSTVDEKEQKQLLMDLDVVMRSSDCPYIVQFYGALFREGDCWICMELMSTSFDKFYKYVYSVLDDVIPEEILGKITLATVKALNHLKENLKIIHRDIKPSNILLDRSGNIKLCDFGISGQLVDSIAKTRDAGCRPYMAPERIDPSASRQGYDVRSDVWSLGITLYELATGRFPYPKWNSVFDQLTQVVKGDPPQLSNSEEREFSPSFINFVNLCLTKDESKRPKYKELLKHPFILMYEERAVEVACYVCKILDQMPATPSSPMYVD. The pKd is 6.4.